This data is from Reaction yield outcomes from USPTO patents with 853,638 reactions. The task is: Predict the reaction yield, written as a fraction of the theoretical maximum amount of product (1.0 means a 100% yield; for example, 0.34 means a 34% yield). (1) The reactants are [CH3:1][O:2][C:3](=[O:16])[C:4]1[CH:9]=[CH:8][C:7](I)=[C:6]([O:11][CH2:12][C:13]([CH3:15])=[CH2:14])[CH:5]=1.C(=O)([O-])[O-].[K+].[K+].[C:23]1(B(O)O)[CH:28]=[CH:27][CH:26]=[CH:25][CH:24]=1. The catalyst is CN(C=O)C.[Cl-].C([N+](CCCC)(CCCC)CCCC)CCC.C([O-])(=O)C.[Pd+2].C([O-])(=O)C. The product is [CH3:1][O:2][C:3]([C:4]1[CH:9]=[CH:8][C:7]2[C:13]([CH2:15][C:23]3[CH:28]=[CH:27][CH:26]=[CH:25][CH:24]=3)([CH3:14])[CH2:12][O:11][C:6]=2[CH:5]=1)=[O:16]. The yield is 0.950. (2) The reactants are [CH3:1][C:2]1[CH2:6][CH:5]=[C:4]([CH3:7])[C:3]=1[C:8]1[CH:13]=[CH:12][CH:11]=[CH:10][C:9]=1[NH2:14].N1C=CC=CC=1.[CH3:21][S:22](Cl)(=[O:24])=[O:23].Cl. No catalyst specified. The product is [CH3:7][C:4]1[CH2:5][CH:6]=[C:2]([CH3:1])[C:3]=1[C:8]1[CH:13]=[CH:12][CH:11]=[CH:10][C:9]=1[NH:14][S:22]([CH3:21])(=[O:24])=[O:23]. The yield is 0.680. (3) The reactants are [CH3:1][O:2][CH2:3][C:4]1[CH:5]=[C:6]([CH:9]=[CH:10][CH:11]=1)[CH:7]=O.Cl.[NH2:13][C:14]1([C:17]([O:19][CH3:20])=[O:18])[CH2:16][CH2:15]1. No catalyst specified. The product is [CH3:1][O:2][CH2:3][C:4]1[CH:5]=[C:6]([CH:9]=[CH:10][CH:11]=1)[CH2:7][NH:13][C:14]1([C:17]([O:19][CH3:20])=[O:18])[CH2:16][CH2:15]1. The yield is 0.820.